This data is from Full USPTO retrosynthesis dataset with 1.9M reactions from patents (1976-2016). The task is: Predict the reactants needed to synthesize the given product. (1) Given the product [F:26][C:27]1[CH:28]=[C:29]([NH2:42])[CH:30]=[CH:31][C:32]=1[N:33]1[CH2:38][CH2:37][N:36]([CH2:39][CH2:40][F:41])[CH2:35][CH2:34]1.[CH3:1][O:2][C:3]1[CH:4]=[C:5]([C:11]2[N:12]=[C:13]([NH:23][CH2:24][CH3:25])[S:14][C:15]=2[C:16]2[CH:21]=[CH:20][N:19]=[C:18]([NH:42][C:29]3[CH:30]=[CH:31][C:32]([N:33]4[CH2:38][CH2:37][N:36]([CH2:39][CH2:40][F:41])[CH2:35][CH2:34]4)=[C:27]([F:26])[CH:28]=3)[N:17]=2)[CH:6]=[C:7]([O:9][CH3:10])[CH:8]=1, predict the reactants needed to synthesize it. The reactants are: [CH3:1][O:2][C:3]1[CH:4]=[C:5]([C:11]2[N:12]=[C:13]([NH:23][CH2:24][CH3:25])[S:14][C:15]=2[C:16]2[CH:21]=[CH:20][N:19]=[C:18](Cl)[N:17]=2)[CH:6]=[C:7]([O:9][CH3:10])[CH:8]=1.[F:26][C:27]1[CH:28]=[C:29]([NH2:42])[CH:30]=[CH:31][C:32]=1[N:33]1[CH2:38][CH2:37][N:36]([CH2:39][CH2:40][F:41])[CH2:35][CH2:34]1. (2) The reactants are: [CH3:1][O:2][C:3](=[O:23])[C:4]1[CH:9]=[CH:8][CH:7]=[C:6]([NH:10][C:11]([O:13]C2C=CC([N+]([O-])=O)=CC=2)=O)[CH:5]=1.[C:24]([C:28]1[CH:34]=[CH:33][C:31]([NH2:32])=[CH:30][CH:29]=1)([CH3:27])([CH3:26])[CH3:25]. Given the product [CH3:1][O:2][C:3](=[O:23])[C:4]1[CH:9]=[CH:8][CH:7]=[C:6]([NH:10][C:11]([NH:32][C:31]2[CH:33]=[CH:34][C:28]([C:24]([CH3:27])([CH3:26])[CH3:25])=[CH:29][CH:30]=2)=[O:13])[CH:5]=1, predict the reactants needed to synthesize it. (3) Given the product [Cl:1][C:2]1[CH:14]=[C:13]([CH3:15])[C:12]2[C:11]3[C:6](=[CH:7][CH:8]=[CH:9][CH:10]=3)[N:5]([CH2:19][CH:20]([CH3:22])[CH3:21])[C:4]=2[CH:3]=1, predict the reactants needed to synthesize it. The reactants are: [Cl:1][C:2]1[CH:14]=[C:13]([CH3:15])[C:12]2[C:11]3[C:6](=[CH:7][CH:8]=[CH:9][CH:10]=3)[NH:5][C:4]=2[CH:3]=1.[H-].[Na+].Br[CH2:19][CH:20]([CH3:22])[CH3:21]. (4) Given the product [F:1][C:2]1[CH:3]=[CH:4][C:5]([C@H:8]([CH3:21])[CH2:9][NH2:10])=[CH:6][CH:7]=1, predict the reactants needed to synthesize it. The reactants are: [F:1][C:2]1[CH:7]=[CH:6][C:5]([C@H:8]([CH3:21])[CH2:9][N:10]2C(=O)C3C(=CC=CC=3)C2=O)=[CH:4][CH:3]=1.NN.